Predict the reaction yield, written as a fraction of the theoretical maximum amount of product (1.0 means a 100% yield; for example, 0.34 means a 34% yield). From a dataset of Reaction yield outcomes from USPTO patents with 853,638 reactions. (1) The reactants are [NH2:1][C:2]1[CH:7]=[CH:6][CH:5]=[CH:4][C:3]=1[NH:8][C:9]1[N:17]=[C:16]2[C:12]([N:13]=[C:14]([CH2:19][N:20]3[CH2:25][CH2:24][CH:23]([C:26]([OH:29])([CH3:28])[CH3:27])[CH2:22][CH2:21]3)[N:15]2[CH3:18])=[C:11]([N:30]2[CH2:35][CH2:34][O:33][CH2:32][CH2:31]2)[N:10]=1.C1N=CN([C:41](N2C=NC=C2)=[O:42])C=1. The catalyst is C(#N)C. The product is [OH:29][C:26]([CH:23]1[CH2:22][CH2:21][N:20]([CH2:19][C:14]2[N:15]([CH3:18])[C:16]3[C:12]([N:13]=2)=[C:11]([N:30]2[CH2:31][CH2:32][O:33][CH2:34][CH2:35]2)[N:10]=[C:9]([N:8]2[C:3]4[CH:4]=[CH:5][CH:6]=[CH:7][C:2]=4[NH:1][C:41]2=[O:42])[N:17]=3)[CH2:25][CH2:24]1)([CH3:28])[CH3:27]. The yield is 0.160. (2) The reactants are [CH2:1]([O:3][C:4]([C@H:6]1[C@@H:11]([NH2:12])[C@H:10]2[CH2:13][C@@H:7]1[CH2:8][CH2:9]2)=[O:5])[CH3:2].[F:14][C:15]1[CH:16]=[C:17]([CH:20]=[CH:21][C:22]=1[CH3:23])[CH:18]=O.C(O)(=O)C.C([BH3-])#N.[Na+]. The catalyst is C(O)C. The product is [CH2:1]([O:3][C:4]([C@H:6]1[C@@H:11]([NH:12][CH2:18][C:17]2[CH:20]=[CH:21][C:22]([CH3:23])=[C:15]([F:14])[CH:16]=2)[C@H:10]2[CH2:13][C@@H:7]1[CH2:8][CH2:9]2)=[O:5])[CH3:2]. The yield is 0.440. (3) The reactants are Cl[C:2]1[CH:3]=[C:4]([CH:41]=[CH:42][C:43]=1F)[C:5]1[C:10]([C:11]2[CH:20]=[CH:19][C:18]3[C:13](=[CH:14][CH:15]=[C:16]([C:21]4[N:25]([CH:26]5[CH2:31][CH2:30][CH2:29][CH2:28][CH2:27]5)[C:24]5[CH:32]=[CH:33][C:34]([C:36]([OH:38])=[O:37])=[CH:35][C:23]=5[N:22]=4)[CH:17]=3)[N:12]=2)=[CH:9][C:8]([O:39][CH3:40])=[CH:7][CH:6]=1.[CH3:45][O:46]C(C1C=CC2N(C3CCCCC3)C(C3C=C4C(=CC=3)N=C(C3C=C(OC)C=CC=3Br)C=C4)=NC=2C=1)=O.COC1C=CC(B(O)O)=CC=1. No catalyst specified. The product is [CH:26]1([N:25]2[C:24]3[CH:32]=[CH:33][C:34]([C:36]([OH:38])=[O:37])=[CH:35][C:23]=3[N:22]=[C:21]2[C:16]2[CH:17]=[C:18]3[C:13](=[CH:14][CH:15]=2)[N:12]=[C:11]([C:10]2[C:5]([C:4]4[CH:3]=[CH:2][C:43]([O:46][CH3:45])=[CH:42][CH:41]=4)=[CH:6][CH:7]=[C:8]([O:39][CH3:40])[CH:9]=2)[CH:20]=[CH:19]3)[CH2:27][CH2:28][CH2:29][CH2:30][CH2:31]1. The yield is 0.150. (4) The reactants are [CH2:1]([C:3]1[CH:7]=[C:6]([NH2:8])[N:5]([C:9]2[CH:14]=[CH:13][CH:12]=[CH:11][CH:10]=2)[N:4]=1)[CH3:2].C(=O)([O-])[O-].[K+].[K+].Cl[C:22]([O:24][C:25]1[CH:30]=[CH:29][CH:28]=[CH:27][CH:26]=1)=[O:23]. The catalyst is C1COCC1. The product is [CH2:1]([C:3]1[CH:7]=[C:6]([NH:8][C:22](=[O:23])[O:24][C:25]2[CH:30]=[CH:29][CH:28]=[CH:27][CH:26]=2)[N:5]([C:9]2[CH:14]=[CH:13][CH:12]=[CH:11][CH:10]=2)[N:4]=1)[CH3:2]. The yield is 0.610. (5) The reactants are C([O:3][C:4](=[O:34])[C:5]1[CH:10]=[CH:9][CH:8]=[C:7]([N:11]2[C:15]([CH3:16])=[CH:14][CH:13]=[C:12]2[C:17]2[CH:22]=[C:21]([Cl:23])[CH:20]=[CH:19][C:18]=2[O:24][CH2:25][C:26]2[CH:31]=[CH:30][C:29]([F:32])=[CH:28][C:27]=2[F:33])[CH:6]=1)C.[OH-].[Na+].CCO. The catalyst is CCOC(C)=O. The product is [Cl:23][C:21]1[CH:20]=[CH:19][C:18]([O:24][CH2:25][C:26]2[CH:31]=[CH:30][C:29]([F:32])=[CH:28][C:27]=2[F:33])=[C:17]([C:12]2[N:11]([C:7]3[CH:6]=[C:5]([CH:10]=[CH:9][CH:8]=3)[C:4]([OH:34])=[O:3])[C:15]([CH3:16])=[CH:14][CH:13]=2)[CH:22]=1. The yield is 0.820. (6) The reactants are Cl.[NH2:2][CH2:3][C:4](=[O:19])[C:5]([C:8]1[CH:13]=[CH:12][C:11]([S:14]([NH2:17])(=[O:16])=[O:15])=[C:10]([Cl:18])[CH:9]=1)([CH3:7])[CH3:6].CCN(CC)CC.[F:27][C:28]1[CH:33]=[CH:32][C:31]([N:34]=[C:35]=[S:36])=[CH:30][C:29]=1[O:37][CH3:38].O. The catalyst is C(Cl)Cl. The product is [Cl:18][C:10]1[CH:9]=[C:8]([C:5]([CH3:7])([C:4](=[O:19])[CH2:3][NH:2][C:35]([NH:34][C:31]2[CH:32]=[CH:33][C:28]([F:27])=[C:29]([O:37][CH3:38])[CH:30]=2)=[S:36])[CH3:6])[CH:13]=[CH:12][C:11]=1[S:14]([NH2:17])(=[O:16])=[O:15]. The yield is 0.760.